Dataset: Catalyst prediction with 721,799 reactions and 888 catalyst types from USPTO. Task: Predict which catalyst facilitates the given reaction. Reactant: C[O:2][C:3]1[CH:8]=[C:7]([CH2:9][CH2:10][CH3:11])[CH:6]=[CH:5][C:4]=1[OH:12].B(Br)(Br)Br. Product: [OH:2][C:3]1[CH:8]=[C:7]([CH2:9][CH2:10][CH3:11])[CH:6]=[CH:5][C:4]=1[OH:12]. The catalyst class is: 2.